This data is from Catalyst prediction with 721,799 reactions and 888 catalyst types from USPTO. The task is: Predict which catalyst facilitates the given reaction. (1) Reactant: O(Cl)[Cl:2].[P+5].[Cl:5][C:6]1[C:7]([C:19]([O:21][CH:22]([CH3:24])[CH3:23])=[O:20])=[CH:8][C:9]([C:13]2[CH:14]=[N:15][N:16]([CH3:18])[CH:17]=2)=[N+:10]([O-])[CH:11]=1.C(=O)([O-])[O-].[Na+].[Na+]. Product: [Cl:2][C:11]1[C:6]([Cl:5])=[C:7]([CH:8]=[C:9]([C:13]2[CH:14]=[N:15][N:16]([CH3:18])[CH:17]=2)[N:10]=1)[C:19]([O:21][CH:22]([CH3:24])[CH3:23])=[O:20]. The catalyst class is: 417. (2) Reactant: [CH2:1]([O:3][C:4](=[O:21])[CH2:5][C@@H:6]([NH:10][C:11]1[C:16]([N+:17]([O-])=O)=[CH:15][CH:14]=[C:13]([CH3:20])[N:12]=1)[CH2:7][CH2:8][CH3:9])[CH3:2]. Product: [CH2:1]([O:3][C:4](=[O:21])[CH2:5][C@@H:6]([NH:10][C:11]1[C:16]([NH2:17])=[CH:15][CH:14]=[C:13]([CH3:20])[N:12]=1)[CH2:7][CH2:8][CH3:9])[CH3:2]. The catalyst class is: 19.